This data is from Catalyst prediction with 721,799 reactions and 888 catalyst types from USPTO. The task is: Predict which catalyst facilitates the given reaction. (1) Reactant: [CH2:1]([O:3][C:4](=[O:36])[CH:5]([S:32]([CH3:35])(=[O:34])=[O:33])[CH2:6][CH2:7][CH:8]1[CH2:13][CH2:12][C:11]([S:22]([C:25]2[CH:30]=[CH:29][C:28]([Cl:31])=[CH:27][CH:26]=2)(=[O:24])=[O:23])([C:14]2[CH:19]=[C:18]([F:20])[CH:17]=[CH:16][C:15]=2[F:21])[CH2:10][CH2:9]1)[CH3:2].[H-].[Na+].FC(F)(F)S(O[CH2:45][CH3:46])(=O)=O. Product: [CH2:1]([O:3][C:4](=[O:36])[C:5]([CH2:45][CH3:46])([S:32]([CH3:35])(=[O:33])=[O:34])[CH2:6][CH2:7][CH:8]1[CH2:9][CH2:10][C:11]([S:22]([C:25]2[CH:26]=[CH:27][C:28]([Cl:31])=[CH:29][CH:30]=2)(=[O:24])=[O:23])([C:14]2[CH:19]=[C:18]([F:20])[CH:17]=[CH:16][C:15]=2[F:21])[CH2:12][CH2:13]1)[CH3:2]. The catalyst class is: 9. (2) Reactant: [Br:1][C:2]1[CH:7]=[CH:6][CH:5]=[CH:4][CH:3]=1.Cl[C:9]([CH3:17])([CH2:11][CH2:12][C:13](Cl)([CH3:15])[CH3:14])[CH3:10].[Cl-].[Al+3].[Cl-].[Cl-]. Product: [Br:1][C:2]1[CH:7]=[C:6]2[C:5](=[CH:4][CH:3]=1)[C:13]([CH3:15])([CH3:14])[CH2:12][CH2:11][C:9]2([CH3:17])[CH3:10]. The catalyst class is: 4. (3) Reactant: Br[CH2:2][C:3]([C:5]1[CH:12]=[CH:11][C:8]([C:9]#[N:10])=[CH:7][CH:6]=1)=O.[Cl:13][C:14]1[CH:22]=[CH:21][CH:20]=[CH:19][C:15]=1[C:16](=[S:18])[NH2:17]. Product: [Cl:13][C:14]1[CH:22]=[CH:21][CH:20]=[CH:19][C:15]=1[C:16]1[S:18][CH:2]=[C:3]([C:5]2[CH:12]=[CH:11][C:8]([C:9]#[N:10])=[CH:7][CH:6]=2)[N:17]=1. The catalyst class is: 14. (4) The catalyst class is: 20. Reactant: [NH:1]1[C:10]2[C:5](=[CH:6][CH:7]=[CH:8][CH:9]=2)[NH:4][CH2:3][CH2:2]1.[OH-].[Na+].[C:13](O[C:13]([O:15][C:16]([CH3:19])([CH3:18])[CH3:17])=[O:14])([O:15][C:16]([CH3:19])([CH3:18])[CH3:17])=[O:14]. Product: [N:1]1([C:13]([O:15][C:16]([CH3:19])([CH3:18])[CH3:17])=[O:14])[C:10]2[C:5](=[CH:6][CH:7]=[CH:8][CH:9]=2)[NH:4][CH2:3][CH2:2]1. (5) Reactant: [CH2:1]([O:3][C:4]1[CH:5]=[C:6]([C:20]2[CH:25]=[CH:24][C:23]([CH2:26][C:27]([NH2:29])=[O:28])=[C:22]([F:30])[CH:21]=2)[CH:7]=[N:8][C:9]=1[O:10][CH2:11][C:12]1[CH:17]=[CH:16][C:15]([O:18][CH3:19])=[CH:14][CH:13]=1)[CH3:2].Br[C:32]1[CH:39]=[CH:38][C:35]([C:36]#[N:37])=[C:34]([C:40]([F:43])([F:42])[F:41])[CH:33]=1.CC1(C)C2C(=C(P(C3C=CC=CC=3)C3C=CC=CC=3)C=CC=2)OC2C(P(C3C=CC=CC=3)C3C=CC=CC=3)=CC=CC1=2.C([O-])([O-])=O.[Cs+].[Cs+]. Product: [C:36]([C:35]1[CH:38]=[CH:39][C:32]([NH:29][C:27](=[O:28])[CH2:26][C:23]2[CH:24]=[CH:25][C:20]([C:6]3[CH:7]=[N:8][C:9]([O:10][CH2:11][C:12]4[CH:13]=[CH:14][C:15]([O:18][CH3:19])=[CH:16][CH:17]=4)=[C:4]([O:3][CH2:1][CH3:2])[CH:5]=3)=[CH:21][C:22]=2[F:30])=[CH:33][C:34]=1[C:40]([F:41])([F:42])[F:43])#[N:37]. The catalyst class is: 62. (6) Reactant: [NH2:1][CH2:2][CH2:3][CH2:4][CH2:5][NH:6][C:7](=[O:13])[O:8][C:9]([CH3:12])([CH3:11])[CH3:10].C(N(CC)CC)C.[CH3:21][S:22](Cl)(=[O:24])=[O:23]. Product: [C:9]([O:8][C:7](=[O:13])[NH:6][CH2:5][CH2:4][CH2:3][CH2:2][NH:1][S:22]([CH3:21])(=[O:24])=[O:23])([CH3:10])([CH3:12])[CH3:11]. The catalyst class is: 15. (7) Reactant: S(=O)(=O)(O)O.[Br:6][C:7]1[CH:8]=[C:9]([CH2:13][CH2:14][NH:15][S:16]([C:19]2[CH:24]=[CH:23][C:22]([CH3:25])=[CH:21][CH:20]=2)(=[O:18])=[O:17])[CH:10]=[CH:11][CH:12]=1.[CH3:26]OCOC.C(Cl)Cl. Product: [Br:6][C:7]1[CH:8]=[C:9]2[C:10](=[CH:11][CH:12]=1)[CH2:26][N:15]([S:16]([C:19]1[CH:20]=[CH:21][C:22]([CH3:25])=[CH:23][CH:24]=1)(=[O:18])=[O:17])[CH2:14][CH2:13]2. The catalyst class is: 691. (8) Reactant: [CH2:1]([C:4]1([CH2:17][CH3:18])[CH2:13][CH2:12][C:11]2[C:6](=[CH:7][CH:8]=[C:9]([O:14][CH3:15])[CH:10]=2)[C:5]1=[O:16])[CH:2]=[CH2:3].C1(=O)C=CC(=[O:25])C=C1.O.Cl(O)(=O)(=O)=O. Product: [CH2:17]([C:4]1([CH2:1][C:2](=[O:25])[CH3:3])[CH2:13][CH2:12][C:11]2[C:6](=[CH:7][CH:8]=[C:9]([O:14][CH3:15])[CH:10]=2)[C:5]1=[O:16])[CH3:18]. The catalyst class is: 524.